Dataset: Full USPTO retrosynthesis dataset with 1.9M reactions from patents (1976-2016). Task: Predict the reactants needed to synthesize the given product. (1) Given the product [F:16][C:2]1([F:1])[CH2:3][CH:4]([NH:6][C:7]2[N:15]=[CH:14][CH:13]=[CH:12][C:8]=2[C:9]([NH:52][C:48]([CH3:49])([C:50]#[CH:51])[CH3:47])=[O:11])[CH2:5]1, predict the reactants needed to synthesize it. The reactants are: [F:1][C:2]1([F:16])[CH2:5][CH:4]([NH:6][C:7]2[N:15]=[CH:14][CH:13]=[CH:12][C:8]=2[C:9]([OH:11])=O)[CH2:3]1.CCN=C=NCCCN(C)C.C1C=CC2N(O)N=NC=2C=1.CCN(C(C)C)C(C)C.[CH3:47][C:48]([NH2:52])([C:50]#[CH:51])[CH3:49]. (2) Given the product [C:10]12([C:20]3[CH:21]=[C:22]([C:2]4[N:7]=[CH:6][C:5]([CH:8]=[O:9])=[CH:4][CH:3]=4)[CH:23]=[CH:24][C:25]=3[O:26][Si:27]([C:30]([CH3:33])([CH3:32])[CH3:31])([CH3:28])[CH3:29])[CH2:11][CH:12]3[CH2:18][CH:16]([CH2:15][CH:14]([CH2:13]3)[CH2:19]1)[CH2:17]2, predict the reactants needed to synthesize it. The reactants are: Br[C:2]1[N:7]=[CH:6][C:5]([CH:8]=[O:9])=[CH:4][CH:3]=1.[C:10]12([C:20]3[CH:21]=[C:22](B(O)O)[CH:23]=[CH:24][C:25]=3[O:26][Si:27]([C:30]([CH3:33])([CH3:32])[CH3:31])([CH3:29])[CH3:28])[CH2:19][CH:14]3[CH2:15][CH:16]([CH2:18][CH:12]([CH2:13]3)[CH2:11]1)[CH2:17]2.C(=O)([O-])[O-].[Na+].[Na+]. (3) The reactants are: [OH:1][C:2]1[C:7]([C:8](=[O:10])[CH3:9])=[C:6]([O:11][CH2:12][C:13]([O:15]C)=[O:14])[CH:5]=[CH:4][CH:3]=1.[Br:17][C:18]1[CH:25]=[CH:24][C:21]([CH:22]=O)=[CH:20][CH:19]=1.[OH-].[K+].Cl. Given the product [Br:17][C:18]1[CH:25]=[CH:24][C:21]([CH:22]=[CH:9][C:8]([C:7]2[C:2]([OH:1])=[CH:3][CH:4]=[CH:5][C:6]=2[O:11][CH2:12][C:13]([OH:15])=[O:14])=[O:10])=[CH:20][CH:19]=1, predict the reactants needed to synthesize it. (4) The reactants are: C(N([CH:7]([CH3:9])[CH3:8])CC)(C)C.CS(O[CH2:15][C:16]1[CH:17]=[C:18]([CH:21]=[CH:22][C:23]=1[O:24][CH2:25][C:26]1[CH:31]=[CH:30][CH:29]=[CH:28][CH:27]=1)[CH:19]=[O:20])(=O)=O.[CH3:32][N:33]([CH3:36])C=O. Given the product [C:26]1([CH2:25][O:24][C:23]2[CH:22]=[CH:21][C:18]([CH:19]=[O:20])=[CH:17][C:16]=2[CH2:15][N:33]2[CH2:36][CH2:19][CH:18]([CH2:21][C:8]3[CH:7]=[CH:9][CH:23]=[CH:16][CH:15]=3)[CH2:17][CH2:32]2)[CH:31]=[CH:30][CH:29]=[CH:28][CH:27]=1, predict the reactants needed to synthesize it. (5) Given the product [Br:1][C:2]([F:15])([F:16])[C:3]#[C:4][CH:17]([OH:23])[CH2:18][CH2:19][CH2:20][CH2:21][CH3:22], predict the reactants needed to synthesize it. The reactants are: [Br:1][C:2]([F:16])([F:15])[C:3]#[C:4][Si](C(C)C)(C(C)C)C(C)C.[CH:17](=[O:23])[CH2:18][CH2:19][CH2:20][CH2:21][CH3:22]. (6) The reactants are: [CH:1]([C:3]1[CH:12]=[CH:11][C:6]([C:7]([O:9][CH3:10])=[O:8])=[CH:5][CH:4]=1)=O.[N:13]1[CH:18]=[CH:17][CH:16]=[CH:15][C:14]=1[CH2:19][CH2:20][NH2:21].[OH:22]/[C:23](=[CH:29]\[C:30](=[O:37])[C:31]1[CH:36]=[CH:35][N:34]=[CH:33][CH:32]=1)/[C:24](OCC)=[O:25]. Given the product [OH:22][C:23]1[C:24](=[O:25])[N:21]([CH2:20][CH2:19][C:14]2[CH:15]=[CH:16][CH:17]=[CH:18][N:13]=2)[CH:1]([C:3]2[CH:12]=[CH:11][C:6]([C:7]([O:9][CH3:10])=[O:8])=[CH:5][CH:4]=2)[C:29]=1[C:30](=[O:37])[C:31]1[CH:32]=[CH:33][N:34]=[CH:35][CH:36]=1, predict the reactants needed to synthesize it. (7) Given the product [Br:1][C:2]1[CH:7]=[C:6]([F:8])[CH:5]=[C:4]([F:9])[C:3]=1[O:10][Si:20]([C:16]([CH3:19])([CH3:18])[CH3:17])([CH3:22])[CH3:21], predict the reactants needed to synthesize it. The reactants are: [Br:1][C:2]1[CH:7]=[C:6]([F:8])[CH:5]=[C:4]([F:9])[C:3]=1[OH:10].N1C=CN=C1.[C:16]([Si:20](Cl)([CH3:22])[CH3:21])([CH3:19])([CH3:18])[CH3:17]. (8) Given the product [Cl:39][C:40]1[CH:45]=[C:44]([Cl:46])[CH:43]=[CH:42][C:41]=1[NH:47][C:14](=[O:15])[CH2:13][C@@H:12]([C:17]1[C:21]([CH:22]2[CH2:23][CH2:24]2)=[C:20]([C:25]2[CH:29]=[C:28]([CH2:30][C:31]([CH3:32])([CH3:34])[CH3:33])[O:27][N:26]=2)[O:19][N:18]=1)[CH2:11][CH2:10][CH2:9][O:8][CH2:1][C:2]1[CH:7]=[CH:6][CH:5]=[CH:4][CH:3]=1, predict the reactants needed to synthesize it. The reactants are: [CH2:1]([O:8][CH2:9][CH2:10][CH2:11][C@H:12]([C:17]1[C:21]([CH:22]2[CH2:24][CH2:23]2)=[C:20]([C:25]2[CH:29]=[C:28]([CH2:30][C:31]([CH3:34])([CH3:33])[CH3:32])[O:27][N:26]=2)[O:19][N:18]=1)[CH2:13][C:14](O)=[O:15])[C:2]1[CH:7]=[CH:6][CH:5]=[CH:4][CH:3]=1.S(Cl)(Cl)=O.[Cl:39][C:40]1[CH:45]=[C:44]([Cl:46])[CH:43]=[CH:42][C:41]=1[NH2:47].